From a dataset of Forward reaction prediction with 1.9M reactions from USPTO patents (1976-2016). Predict the product of the given reaction. (1) Given the reactants [C:1]([O:5][C:6]([N:8]1[CH2:12][CH:11]([CH:13]=O)[CH:10]([CH2:15][C:16]2[CH:21]=[C:20]([F:22])[CH:19]=[C:18]([F:23])[CH:17]=2)[CH2:9]1)=[O:7])([CH3:4])([CH3:3])[CH3:2].CC(O)=O.[BH-](OC(C)=O)(OC(C)=O)OC(C)=O.[Na+].[CH:42]1([NH2:45])[CH2:44][CH2:43]1, predict the reaction product. The product is: [C:1]([O:5][C:6]([N:8]1[CH2:9][CH:10]([CH2:15][C:16]2[CH:21]=[C:20]([F:22])[CH:19]=[C:18]([F:23])[CH:17]=2)[CH:11]([CH2:13][NH:45][CH:42]2[CH2:44][CH2:43]2)[CH2:12]1)=[O:7])([CH3:4])([CH3:3])[CH3:2]. (2) Given the reactants [C:1]([O:5][CH:6]([C:11]1[N:15]([CH3:16])[N:14]=[C:13]([C:17]2[CH:22]=[CH:21][CH:20]=[CH:19][N:18]=2)[C:12]=1[C:23]1[CH:24]=[CH:25][C:26]2[O:31][CH2:30][CH2:29][CH2:28][C:27]=2[CH:32]=1)[C:7]([O:9]C)=[O:8])([CH3:4])([CH3:3])[CH3:2].[OH-].[K+], predict the reaction product. The product is: [C:1]([O:5][CH:6]([C:11]1[N:15]([CH3:16])[N:14]=[C:13]([C:17]2[CH:22]=[CH:21][CH:20]=[CH:19][N:18]=2)[C:12]=1[C:23]1[CH:24]=[CH:25][C:26]2[O:31][CH2:30][CH2:29][CH2:28][C:27]=2[CH:32]=1)[C:7]([OH:9])=[O:8])([CH3:4])([CH3:2])[CH3:3].